From a dataset of Catalyst prediction with 721,799 reactions and 888 catalyst types from USPTO. Predict which catalyst facilitates the given reaction. Reactant: [F:1][C:2]1([F:32])[CH2:7][CH2:6][CH:5]([CH2:8][NH:9][C:10]([C:12]2[C:13]3[CH:14]=[CH:15][C:16]([C:23]4[CH2:24][CH2:25][N:26]([CH:29]([CH3:31])[CH3:30])[CH2:27][CH:28]=4)=[N:17][C:18]=3[CH:19]=[CH:20][C:21]=2[Cl:22])=[O:11])[CH2:4][CH2:3]1.C([SiH](CC)CC)C. Product: [F:32][C:2]1([F:1])[CH2:7][CH2:6][CH:5]([CH2:8][NH:9][C:10]([C:12]2[C:13]3[CH:14]=[CH:15][C:16]([CH:23]4[CH2:24][CH2:25][N:26]([CH:29]([CH3:30])[CH3:31])[CH2:27][CH2:28]4)=[N:17][C:18]=3[CH:19]=[CH:20][C:21]=2[Cl:22])=[O:11])[CH2:4][CH2:3]1. The catalyst class is: 45.